Dataset: Full USPTO retrosynthesis dataset with 1.9M reactions from patents (1976-2016). Task: Predict the reactants needed to synthesize the given product. (1) The reactants are: [C:1]([C:3]1[CH:8]=[CH:7][C:6]([C:9]2[N:13]3[CH:14]=[C:15]([C:18]4[CH:26]=[CH:25][C:21]([C:22]([OH:24])=O)=[CH:20][CH:19]=4)[N:16]=[CH:17][C:12]3=[N:11][CH:10]=2)=[CH:5][CH:4]=1)#[N:2].CN(C(ON1N=NC2C=CC=NC1=2)=[N+](C)C)C.F[P-](F)(F)(F)(F)F.CN1CCOCC1.Cl.[CH3:59][C:60]1([OH:66])[CH2:65][CH2:64][NH:63][CH2:62][CH2:61]1. Given the product [OH:66][C:60]1([CH3:59])[CH2:65][CH2:64][N:63]([C:22]([C:21]2[CH:25]=[CH:26][C:18]([C:15]3[N:16]=[CH:17][C:12]4[N:13]([C:9]([C:6]5[CH:5]=[CH:4][C:3]([C:1]#[N:2])=[CH:8][CH:7]=5)=[CH:10][N:11]=4)[CH:14]=3)=[CH:19][CH:20]=2)=[O:24])[CH2:62][CH2:61]1, predict the reactants needed to synthesize it. (2) Given the product [Cl:1][C:2]1[N:7]=[C:6]([NH:8][C@@H:9]([C:13]([CH3:14])([CH3:16])[CH3:15])[CH2:10][S:20]([CH3:24])(=[O:22])=[O:19])[C:5]([F:17])=[CH:4][N:3]=1, predict the reactants needed to synthesize it. The reactants are: [Cl:1][C:2]1[N:7]=[C:6]([NH:8][C@@H:9]([C:13]([CH3:16])([CH3:15])[CH3:14])[CH2:10]SC)[C:5]([F:17])=[CH:4][N:3]=1.O[O:19][S:20]([O-:22])=O.[K+].[CH3:24]O. (3) Given the product [CH2:38]([C:39]1[C:40](=[O:41])[N:8]([C:9]2[CH:14]=[C:13]([NH:15][C:16]([C:18]3[CH:27]=[CH:26][C:25]4[C:20](=[CH:21][CH:22]=[CH:23][CH:24]=4)[CH:19]=3)=[O:17])[CH:12]=[C:11]([C:28]([O:30][CH3:31])=[O:29])[CH:10]=2)[C:3]2[N:4]=[CH:5][CH:6]=[CH:7][C:2]=2[N:1]=1)[C:32]1[CH:37]=[CH:36][CH:35]=[CH:34][CH:33]=1, predict the reactants needed to synthesize it. The reactants are: [NH2:1][C:2]1[C:3]([NH:8][C:9]2[CH:14]=[C:13]([NH:15][C:16]([C:18]3[CH:27]=[CH:26][C:25]4[C:20](=[CH:21][CH:22]=[CH:23][CH:24]=4)[CH:19]=3)=[O:17])[CH:12]=[C:11]([C:28]([O:30][CH3:31])=[O:29])[CH:10]=2)=[N:4][CH:5]=[CH:6][CH:7]=1.[C:32]1([CH2:38][C:39](=O)[C:40](O)=[O:41])[CH:37]=[CH:36][CH:35]=[CH:34][CH:33]=1. (4) Given the product [C:36]([O:35][C:33](=[O:34])[NH:32][C:30]([C:27]1[CH:28]=[CH:29][C:24]([CH2:23][NH:22][C:21]([C@H:18]2[N:15]3[C:16](=[O:17])[C:11]([NH2:10])=[CH:12][N:13]=[C:14]3[CH2:20][CH2:19]2)=[O:40])=[CH:25][CH:26]=1)=[NH:31])([CH3:39])([CH3:37])[CH3:38], predict the reactants needed to synthesize it. The reactants are: C(OC(=O)[NH:10][C:11]1[C:16](=[O:17])[N:15]2[CH:18]([C:21](=[O:40])[NH:22][CH2:23][C:24]3[CH:29]=[CH:28][C:27]([C:30]([NH:32][C:33]([O:35][C:36]([CH3:39])([CH3:38])[CH3:37])=[O:34])=[NH:31])=[CH:26][CH:25]=3)[CH2:19][CH2:20][C:14]2=[N:13][CH:12]=1)C1C=CC=CC=1. (5) The reactants are: [N+:1]([C:4]1[CH:5]=[C:6]([CH2:10][C:11]([NH:13][C:14]2[S:15][CH:16]=[C:17]([C:19]3[C:27]4[C:22](=[N:23][CH:24]=[CH:25][CH:26]=4)[NH:21][CH:20]=3)[N:18]=2)=[O:12])[CH:7]=[CH:8][CH:9]=1)([O-])=O.[NH4+].[OH-]. Given the product [NH2:1][C:4]1[CH:5]=[C:6]([CH2:10][C:11]([NH:13][C:14]2[S:15][CH:16]=[C:17]([C:19]3[C:27]4[C:22](=[N:23][CH:24]=[CH:25][CH:26]=4)[NH:21][CH:20]=3)[N:18]=2)=[O:12])[CH:7]=[CH:8][CH:9]=1, predict the reactants needed to synthesize it. (6) Given the product [NH2:33][C:29]1[CH:28]=[C:27]([S:24]([NH:23][C:19]2[CH:18]=[C:17]([CH:10]([NH:9][C:1](=[O:8])[C:2]3[CH:7]=[CH:6][CH:5]=[CH:4][CH:3]=3)[CH2:11][C:12]([O:14][CH2:15][CH3:16])=[O:13])[CH:22]=[CH:21][CH:20]=2)(=[O:25])=[O:26])[CH:32]=[CH:31][CH:30]=1, predict the reactants needed to synthesize it. The reactants are: [C:1]([NH:9][CH:10]([C:17]1[CH:22]=[CH:21][CH:20]=[C:19]([NH:23][S:24]([C:27]2[CH:32]=[CH:31][CH:30]=[C:29]([N+:33]([O-])=O)[CH:28]=2)(=[O:26])=[O:25])[CH:18]=1)[CH2:11][C:12]([O:14][CH2:15][CH3:16])=[O:13])(=[O:8])[C:2]1[CH:7]=[CH:6][CH:5]=[CH:4][CH:3]=1.[Sn](Cl)Cl. (7) Given the product [N:5]([C:6]1[CH:7]=[C:8]([CH3:14])[C:9]([C:12]#[N:13])=[N:10][CH:11]=1)=[C:1]=[S:2], predict the reactants needed to synthesize it. The reactants are: [C:1](Cl)(Cl)=[S:2].[NH2:5][C:6]1[CH:7]=[C:8]([CH3:14])[C:9]([C:12]#[N:13])=[N:10][CH:11]=1.O. (8) Given the product [N+:35]([C:32]1[CH:33]=[CH:34][C:29]([C:20]2[CH:21]=[C:22]3[C:17](=[CH:18][CH:19]=2)[CH:16]=[C:15]([OH:14])[CH:24]=[CH:23]3)=[CH:30][CH:31]=1)([O-:37])=[O:36], predict the reactants needed to synthesize it. The reactants are: C(=O)([O-])[O-].[Na+].[Na+].[Si]([O:14][C:15]1[CH:16]=[C:17]2[C:22](=[CH:23][CH:24]=1)[CH:21]=[C:20](B(O)O)[CH:19]=[CH:18]2)(C(C)(C)C)(C)C.I[C:29]1[CH:34]=[CH:33][C:32]([N+:35]([O-:37])=[O:36])=[CH:31][CH:30]=1.